Dataset: Full USPTO retrosynthesis dataset with 1.9M reactions from patents (1976-2016). Task: Predict the reactants needed to synthesize the given product. (1) Given the product [NH2:27][C:25]1[N:24]([CH3:23])[C:10](=[O:13])[C:11]2([C:9]3[CH:14]=[CH:15][C:16]([O:19][CH3:20])=[CH:17][C:8]=3[CH2:7][CH2:6][C:5]3[CH:21]=[CH:22][C:2]([Br:1])=[CH:3][C:4]2=3)[N:26]=1, predict the reactants needed to synthesize it. The reactants are: [Br:1][C:2]1[CH:22]=[CH:21][C:5]2[CH2:6][CH2:7][C:8]3[C:17](C)=[C:16]([O:19][CH3:20])[CH:15]=[CH:14][C:9]=3[C:10](=[O:13])[C:11](=O)[C:4]=2[CH:3]=1.[CH3:23][NH:24][C:25]([NH2:27])=[NH:26].C(=O)([O-])[O-].[Na+].[Na+]. (2) The reactants are: [NH2:1][C@H:2]1[C:11]2[C:6](=[CH:7][CH:8]=[C:9]([F:12])[CH:10]=2)[N:5]([C:13](=[O:15])[CH3:14])[C@@H:4]([CH3:16])[C@@H:3]1[CH3:17].CN(C1C(C2C(P(C3CCCCC3)C3CCCCC3)=CC=CC=2)=CC=CC=1)C.Br[C:47]1[CH:52]=[CH:51][C:50]([F:53])=[CH:49][N:48]=1.CC(C)([O-])C.[Na+]. Given the product [F:12][C:9]1[CH:10]=[C:11]2[C:6](=[CH:7][CH:8]=1)[N:5]([C:13](=[O:15])[CH3:14])[C@@H:4]([CH3:16])[C@H:3]([CH3:17])[C@H:2]2[NH:1][C:47]1[CH:52]=[CH:51][C:50]([F:53])=[CH:49][N:48]=1, predict the reactants needed to synthesize it. (3) Given the product [F:37][C:38]([F:43])([F:42])[C:39]([OH:41])=[O:40].[OH:36][C:35]1[C:25]([CH:9]2[C:17]3[C:12](=[CH:13][CH:14]=[CH:15][CH:16]=3)[N:11]([CH2:18][C@H:19]3[CH2:23][CH2:22][CH2:21][O:20]3)[C:10]2=[O:24])=[CH:26][C:27]2[O:32][CH2:31][CH2:30][N:29]([CH3:33])[C:28]=2[CH:34]=1, predict the reactants needed to synthesize it. The reactants are: C([SiH](CC)CC)C.O[C:9]1([C:25]2[C:35]([OH:36])=[CH:34][C:28]3[N:29]([CH3:33])[CH2:30][CH2:31][O:32][C:27]=3[CH:26]=2)[C:17]2[C:12](=[CH:13][CH:14]=[CH:15][CH:16]=2)[N:11]([CH2:18][C@H:19]2[CH2:23][CH2:22][CH2:21][O:20]2)[C:10]1=[O:24].[F:37][C:38]([F:43])([F:42])[C:39]([OH:41])=[O:40]. (4) The reactants are: [O:1]1[C:5]2[CH:6]=[CH:7][CH:8]=[C:9]([C:10]([CH3:21])([CH3:20])[CH2:11][C:12]([OH:19])([C:15]([F:18])([F:17])[F:16])[CH:13]=O)[C:4]=2[O:3][CH2:2]1.[NH2:22][C:23]1[CH:31]=[CH:30][CH:29]=[C:28]2[C:24]=1[CH2:25][NH:26][C:27]2=[O:32]. Given the product [OH:19][C:12]1([C:15]([F:16])([F:17])[F:18])[CH2:11][C:10]([CH3:20])([CH3:21])[C:9]2[C:4]3[O:3][CH2:2][O:1][C:5]=3[CH:6]=[CH:7][C:8]=2[CH:13]1[NH:22][C:23]1[CH:31]=[CH:30][CH:29]=[C:28]2[C:24]=1[CH2:25][NH:26][C:27]2=[O:32], predict the reactants needed to synthesize it. (5) Given the product [C:32]([NH:33][C@H:34]1[CH2:38][CH2:37][N:36]([C:9]2[CH:8]=[CH:7][C:3]([C:4]([NH2:6])=[O:5])=[C:2]([NH:12][C:13]3[CH:18]=[CH:17][C:16]([C:19]([N:21]4[CH2:22][CH2:23][CH2:24][CH2:25][CH2:26]4)=[O:20])=[CH:15][CH:14]=3)[N:10]=2)[CH2:35]1)(=[O:39])[CH:40]=[CH2:41], predict the reactants needed to synthesize it. The reactants are: Cl[C:2]1[N:10]=[C:9](Cl)[CH:8]=[CH:7][C:3]=1[C:4]([NH2:6])=[O:5].[NH2:12][C:13]1[CH:18]=[CH:17][C:16]([C:19]([N:21]2[CH2:26][CH2:25][CH2:24][CH2:23][CH2:22]2)=[O:20])=[CH:15][CH:14]=1.C(O[C:32](=[O:39])[NH:33][C@H:34]1[CH2:38][CH2:37][NH:36][CH2:35]1)(C)(C)C.[C:40](O)(=O)[CH:41]=C.